Dataset: Full USPTO retrosynthesis dataset with 1.9M reactions from patents (1976-2016). Task: Predict the reactants needed to synthesize the given product. (1) Given the product [CH:55]1[C:54]2[N:53]([CH2:52][CH2:51][CH2:50][CH2:49][O:48][C:46]3[CH:47]=[C:42]([CH:43]=[C:44]([O:84][CH2:85][CH2:86][CH2:87][CH2:88][N:89]4[C:90]5[CH:91]=[CH:92][CH:93]=[CH:94][C:95]=5[C:96]5[C:101]4=[CH:100][CH:99]=[CH:98][CH:97]=5)[C:45]=3[O:66][CH2:67][CH2:68][CH2:69][CH2:70][N:71]3[C:83]4[CH:82]=[CH:81][CH:80]=[CH:79][C:78]=4[C:77]4[C:72]3=[CH:73][CH:74]=[CH:75][CH:76]=4)[CH2:41][O:40][C:38]3[CH:37]=[C:32]([CH2:33][OH:34])[CH:31]=[C:30]([O:29][CH2:28][C:27]4[CH:26]=[C:25]([O:24][CH2:23][CH2:22][CH2:21][CH2:20][N:18]5[C:17]6[CH:16]=[CH:15][CH:14]=[CH:13][C:12]=6[C:11]6[C:19]5=[CH:7][CH:8]=[CH:9][CH:10]=6)[C:104]([O:105][CH2:106][CH2:107][CH2:108][CH2:109][N:110]5[C:122]6[CH:121]=[CH:120][CH:119]=[CH:118][C:117]=6[C:116]6[C:111]5=[CH:112][CH:113]=[CH:114][CH:115]=6)=[C:103]([O:123][CH2:124][CH2:125][CH2:126][CH2:127][N:128]5[C:129]6[CH:130]=[CH:131][CH:132]=[CH:133][C:134]=6[C:135]6[C:140]5=[CH:139][CH:138]=[CH:137][CH:136]=6)[CH:102]=4)[CH:39]=3)[C:65]3[C:60](=[CH:61][CH:62]=[CH:63][CH:64]=3)[C:59]=2[CH:58]=[CH:57][CH:56]=1, predict the reactants needed to synthesize it. The reactants are: [H-].[H-].[H-].[H-].[Li+].[Al+3].[CH:7]1[C:19]2[N:18]([CH2:20][CH2:21][CH2:22][CH2:23][O:24][C:25]3[CH:26]=[C:27]([CH:102]=[C:103]([O:123][CH2:124][CH2:125][CH2:126][CH2:127][N:128]4[C:140]5[CH:139]=[CH:138][CH:137]=[CH:136][C:135]=5[C:134]5[C:129]4=[CH:130][CH:131]=[CH:132][CH:133]=5)[C:104]=3[O:105][CH2:106][CH2:107][CH2:108][CH2:109][N:110]3[C:122]4[CH:121]=[CH:120][CH:119]=[CH:118][C:117]=4[C:116]4[C:111]3=[CH:112][CH:113]=[CH:114][CH:115]=4)[CH2:28][O:29][C:30]3[CH:31]=[C:32]([CH:37]=[C:38]([O:40][CH2:41][C:42]4[CH:47]=[C:46]([O:48][CH2:49][CH2:50][CH2:51][CH2:52][N:53]5[C:65]6[CH:64]=[CH:63][CH:62]=[CH:61][C:60]=6[C:59]6[C:54]5=[CH:55][CH:56]=[CH:57][CH:58]=6)[C:45]([O:66][CH2:67][CH2:68][CH2:69][CH2:70][N:71]5[C:83]6[CH:82]=[CH:81][CH:80]=[CH:79][C:78]=6[C:77]6[C:72]5=[CH:73][CH:74]=[CH:75][CH:76]=6)=[C:44]([O:84][CH2:85][CH2:86][CH2:87][CH2:88][N:89]5[C:101]6[CH:100]=[CH:99][CH:98]=[CH:97][C:96]=6[C:95]6[C:90]5=[CH:91][CH:92]=[CH:93][CH:94]=6)[CH:43]=4)[CH:39]=3)[C:33](OC)=[O:34])[C:17]3[C:12](=[CH:13][CH:14]=[CH:15][CH:16]=3)[C:11]=2[CH:10]=[CH:9][CH:8]=1.[OH-].[Na+]. (2) Given the product [O:39]([CH2:46][C:47]([NH:29][C:28]1[NH:27][C:25](=[O:26])[C:24]2[N:23]=[CH:22][N:21]([C:31]=2[N:30]=1)[C@@H:14]1[O:15][C@H:16]([CH2:19][OH:20])[C@@H:17]([OH:18])[C@H:13]1[O:12][CH2:11][C:9](=[O:10])[NH:8][CH2:7][CH2:6][NH:5][C:3](=[O:4])[C:2]([F:1])([F:32])[F:33])=[O:48])[C:40]1[CH:45]=[CH:44][CH:43]=[CH:42][CH:41]=1, predict the reactants needed to synthesize it. The reactants are: [F:1][C:2]([F:33])([F:32])[C:3]([NH:5][CH2:6][CH2:7][NH:8][C:9]([CH2:11][O:12][C@@H:13]1[C@H:17]([OH:18])[C@@H:16]([CH2:19][OH:20])[O:15][C@H:14]1[N:21]1[C:31]2[N:30]=[C:28]([NH2:29])[NH:27][C:25](=[O:26])[C:24]=2[N:23]=[CH:22]1)=[O:10])=[O:4].Cl[Si](C)(C)C.[O:39]([CH2:46][C:47](O[C:47](=[O:48])[CH2:46][O:39][C:40]1[CH:45]=[CH:44][CH:43]=[CH:42][CH:41]=1)=[O:48])[C:40]1[CH:45]=[CH:44][CH:43]=[CH:42][CH:41]=1.